From a dataset of Full USPTO retrosynthesis dataset with 1.9M reactions from patents (1976-2016). Predict the reactants needed to synthesize the given product. (1) Given the product [CH3:1][O:2][C:3]1[CH:4]=[C:5]2[C:9](=[CH:10][CH:11]=1)[NH:8][C:7](=[O:12])[C@:6]12[CH2:14][C@H:13]1[C:15]1[CH:23]=[C:22]2[C:18]([C:19]([C:32]3[CH:33]=[N:34][C:35]([N:38]4[CH2:43][CH2:42][O:41][CH2:40][CH2:39]4)=[CH:36][CH:37]=3)=[N:20][NH:21]2)=[CH:17][CH:16]=1, predict the reactants needed to synthesize it. The reactants are: [CH3:1][O:2][C:3]1[CH:4]=[C:5]2[C:9](=[CH:10][CH:11]=1)[NH:8][C:7](=[O:12])[C@:6]12[CH2:14][C@H:13]1[C:15]1[CH:23]=[C:22]2[C:18]([C:19]([C:32]3[CH:33]=[N:34][C:35]([N:38]4[CH2:43][CH2:42][O:41][CH2:40][CH2:39]4)=[CH:36][CH:37]=3)=[N:20][N:21]2COCC[Si](C)(C)C)=[CH:17][CH:16]=1.CCCC[N+](CCCC)(CCCC)CCCC.[F-]. (2) Given the product [CH:26]1([N:25]2[C:24]3[CH:32]=[CH:33][C:34]([C:36]([OH:38])=[O:37])=[CH:35][C:23]=3[N:22]=[C:21]2[C:16]2[CH:17]=[C:18]3[C:13](=[CH:14][CH:15]=2)[N:12]=[C:11]([C:10]2[C:5]([C:4]4[CH:3]=[CH:2][C:43]([O:46][CH3:45])=[CH:42][CH:41]=4)=[CH:6][CH:7]=[C:8]([O:39][CH3:40])[CH:9]=2)[CH:20]=[CH:19]3)[CH2:27][CH2:28][CH2:29][CH2:30][CH2:31]1, predict the reactants needed to synthesize it. The reactants are: Cl[C:2]1[CH:3]=[C:4]([CH:41]=[CH:42][C:43]=1F)[C:5]1[C:10]([C:11]2[CH:20]=[CH:19][C:18]3[C:13](=[CH:14][CH:15]=[C:16]([C:21]4[N:25]([CH:26]5[CH2:31][CH2:30][CH2:29][CH2:28][CH2:27]5)[C:24]5[CH:32]=[CH:33][C:34]([C:36]([OH:38])=[O:37])=[CH:35][C:23]=5[N:22]=4)[CH:17]=3)[N:12]=2)=[CH:9][C:8]([O:39][CH3:40])=[CH:7][CH:6]=1.[CH3:45][O:46]C(C1C=CC2N(C3CCCCC3)C(C3C=C4C(=CC=3)N=C(C3C=C(OC)C=CC=3Br)C=C4)=NC=2C=1)=O.COC1C=CC(B(O)O)=CC=1. (3) Given the product [F:16][C:15]([F:18])([F:17])[C:12]1[CH:13]=[CH:14][C:9]([NH:8][C:4]2[N:3]=[C:2]([CH:19]=[CH2:20])[N:7]=[CH:6][N:5]=2)=[CH:10][CH:11]=1, predict the reactants needed to synthesize it. The reactants are: Cl[C:2]1[N:7]=[CH:6][N:5]=[C:4]([NH:8][C:9]2[CH:14]=[CH:13][C:12]([C:15]([F:18])([F:17])[F:16])=[CH:11][CH:10]=2)[N:3]=1.[CH:19](B1OB(C=C)OB(C=C)O1)=[CH2:20].C(=O)([O-])[O-].[Cs+].[Cs+]. (4) Given the product [CH3:1][O:2][C:3]1[CH:4]=[C:5]([CH3:26])[C:6]([S:10]([N:13]([CH3:14])[CH2:15][C:16]2[O:20][N:19]=[C:18]([C:21]([N:37]3[CH2:38][CH2:39][N:34]([CH2:33][C:29]4[CH:28]=[N:27][CH:32]=[CH:31][CH:30]=4)[CH2:35][CH2:36]3)=[O:23])[N:17]=2)(=[O:11])=[O:12])=[C:7]([CH3:9])[CH:8]=1, predict the reactants needed to synthesize it. The reactants are: [CH3:1][O:2][C:3]1[CH:8]=[C:7]([CH3:9])[C:6]([S:10]([N:13]([CH2:15][C:16]2[O:20][N:19]=[C:18]([C:21]([O:23]CC)=O)[N:17]=2)[CH3:14])(=[O:12])=[O:11])=[C:5]([CH3:26])[CH:4]=1.[N:27]1[CH:32]=[CH:31][CH:30]=[C:29]([CH2:33][N:34]2[CH2:39][CH2:38][NH:37][CH2:36][CH2:35]2)[CH:28]=1.C[Al](C)C. (5) Given the product [CH3:13][O:12][C:10](=[O:11])[CH2:9][CH2:8][C:7]([N:1]1[CH2:5][CH:4]=[CH:3][CH2:2]1)=[O:14], predict the reactants needed to synthesize it. The reactants are: [NH:1]1[CH2:5][CH:4]=[CH:3][CH2:2]1.Cl[C:7](=[O:14])[CH2:8][CH2:9][C:10]([O:12][CH3:13])=[O:11].C(N(CC)CC)C. (6) Given the product [CH3:16][Si:15]([CH3:18])([CH3:17])[CH2:14][CH2:13][O:12][CH2:11][N:8]1[C:4]2[N:5]=[CH:6][N:7]=[C:2]([N:19]3[CH2:23][CH2:22][C@@H:21]([NH:24][C:25](=[O:31])[O:26][C:27]([CH3:29])([CH3:28])[CH3:30])[CH2:20]3)[C:3]=2[CH:10]=[CH:9]1, predict the reactants needed to synthesize it. The reactants are: Cl[C:2]1[C:3]2[CH:10]=[CH:9][N:8]([CH2:11][O:12][CH2:13][CH2:14][Si:15]([CH3:18])([CH3:17])[CH3:16])[C:4]=2[N:5]=[CH:6][N:7]=1.[NH:19]1[CH2:23][CH2:22][C@@H:21]([NH:24][C:25](=[O:31])[O:26][C:27]([CH3:30])([CH3:29])[CH3:28])[CH2:20]1.CCN(C(C)C)C(C)C.